Task: Predict the product of the given reaction.. Dataset: Forward reaction prediction with 1.9M reactions from USPTO patents (1976-2016) (1) Given the reactants [CH:1]1([N:5]2[CH2:10][CH2:9][CH:8]([OH:11])[CH2:7][CH2:6]2)[CH2:4][CH2:3][CH2:2]1.[H-].[Na+].[C:14]([O:18][C:19]([N:21]1[CH2:26][CH2:25][C:24]2[N:27]=[C:28](Br)[S:29][C:23]=2[CH2:22]1)=[O:20])([CH3:17])([CH3:16])[CH3:15], predict the reaction product. The product is: [C:14]([O:18][C:19]([N:21]1[CH2:26][CH2:25][C:24]2[N:27]=[C:28]([O:11][CH:8]3[CH2:7][CH2:6][N:5]([CH:1]4[CH2:4][CH2:3][CH2:2]4)[CH2:10][CH2:9]3)[S:29][C:23]=2[CH2:22]1)=[O:20])([CH3:17])([CH3:15])[CH3:16]. (2) Given the reactants [NH2:1][C:2]1[C:9]([N+:10]([O-])=O)=[C:8]([CH3:13])[C:7]([N+:14]([O-])=O)=[CH:6][C:3]=1[C:4]#[N:5], predict the reaction product. The product is: [NH2:1][C:2]1[C:9]([NH2:10])=[C:8]([CH3:13])[C:7]2[C:6](=[N:1][C:2]3[C:9]([N:14]=2)=[C:8]([CH3:13])[C:7]([NH2:14])=[CH:6][C:3]=3[C:4]#[N:5])[C:3]=1[C:4]#[N:5]. (3) Given the reactants [Cl:1][C:2]1[CH:10]=[C:9]2[C:5]([CH:6]=[N:7][NH:8]2)=[CH:4][CH:3]=1.[OH-].[K+].[I:13]I, predict the reaction product. The product is: [Cl:1][C:2]1[CH:10]=[C:9]2[C:5]([C:6]([I:13])=[N:7][NH:8]2)=[CH:4][CH:3]=1. (4) Given the reactants [CH3:1][S:2][C:3]1[CH:11]=[CH:10][C:6]([C:7]([OH:9])=[O:8])=[C:5]([OH:12])[CH:4]=1.[C:13](OC(=O)C)(=[O:15])[CH3:14], predict the reaction product. The product is: [CH3:1][S:2][C:3]1[CH:11]=[CH:10][C:6]([C:7]([OH:9])=[O:8])=[C:5]([O:12][C:13](=[O:15])[CH3:14])[CH:4]=1.